From a dataset of Catalyst prediction with 721,799 reactions and 888 catalyst types from USPTO. Predict which catalyst facilitates the given reaction. (1) The catalyst class is: 291. Product: [CH:64]1([C:63]#[C:62][C:2]2[C:3]([C:22]3[CH:23]=[CH:24][C:25]([C:28]#[N:29])=[CH:26][CH:27]=3)=[N:4][C:5]([NH:8][CH2:9][C@H:10]3[CH2:14][CH2:13][NH:12][CH2:11]3)=[N:6][CH:7]=2)[CH2:65][CH2:60]1. Reactant: Cl[C:2]1[C:3]([C:22]2[CH:27]=[CH:26][C:25]([C:28]#[N:29])=[CH:24][CH:23]=2)=[N:4][C:5]([NH:8][CH2:9][C@H:10]2[CH2:14][CH2:13][N:12](C(OC(C)(C)C)=O)[CH2:11]2)=[N:6][CH:7]=1.C#C.C1CC1.CC(C1C=C(C(C)C)C(C2C=CC=CC=2P([CH:60]2[CH2:65][CH2:64][CH2:63][CH2:62]C2)[CH:64]2[CH2:65][CH2:60]C[CH2:62][CH2:63]2)=C(C(C)C)C=1)C.C([O-])([O-])=O.[K+].[K+].C(O)(C(F)(F)F)=O. (2) Reactant: [CH2:1]([NH:8][C:9]1[CH:14]=[C:13]([N:15](CC2C=CC(OC)=CC=2)[C:16]2[CH:17]=[N:18][C:19]([N:22]3[CH2:27][CH2:26][O:25][CH2:24][CH2:23]3)=[CH:20][CH:21]=2)[N:12]=[CH:11][C:10]=1[CH2:37][C:38]([NH2:40])=[O:39])[C:2]1[CH:7]=[CH:6][CH:5]=[CH:4][CH:3]=1.FC(F)(F)C(O)=O. Product: [CH2:1]([NH:8][C:9]1[CH:14]=[C:13]([NH:15][C:16]2[CH:17]=[N:18][C:19]([N:22]3[CH2:27][CH2:26][O:25][CH2:24][CH2:23]3)=[CH:20][CH:21]=2)[N:12]=[CH:11][C:10]=1[CH2:37][C:38]([NH2:40])=[O:39])[C:2]1[CH:7]=[CH:6][CH:5]=[CH:4][CH:3]=1. The catalyst class is: 2.